Dataset: Full USPTO retrosynthesis dataset with 1.9M reactions from patents (1976-2016). Task: Predict the reactants needed to synthesize the given product. (1) Given the product [N:1]([C:4]1[CH:5]=[CH:6][C:7]([CH3:30])=[C:8]([C:10]([C:12]2[CH:17]=[CH:16][C:15]([NH:18][C:34]3[CH:33]=[CH:32][CH:37]=[CH:36][C:35]=3[CH3:55])=[CH:14][C:13]=2[Cl:29])=[O:11])[CH:9]=1)=[N+:2]=[N-:3], predict the reactants needed to synthesize it. The reactants are: [N:1]([C:4]1[CH:5]=[CH:6][C:7]([CH3:30])=[C:8]([C:10]([C:12]2[CH:17]=[CH:16][C:15]([NH:18]C3C=CC(C(F)(F)F)=CC=3)=[CH:14][C:13]=2[Cl:29])=[O:11])[CH:9]=1)=[N+:2]=[N-:3].N[C:32]1[CH:33]=[CH:34][C:35]([CH3:55])=[C:36]([C:55]([C:35]2[CH:36]=[CH:37][C:32](N[C:34]3[CH:33]=[CH:32][CH:37]=[CH:36][C:35]=3[CH3:55])=[CH:33][C:34]=2Cl)=O)[CH:37]=1. (2) Given the product [O:1]1[CH2:5][CH2:4][CH:3]([NH:6][NH:7][C:8]([O:10][CH2:11][C:12]2[CH:17]=[CH:16][CH:15]=[CH:14][CH:13]=2)=[O:9])[CH2:2]1, predict the reactants needed to synthesize it. The reactants are: [O:1]1[CH2:5][CH2:4][C:3](=[N:6][NH:7][C:8]([O:10][CH2:11][C:12]2[CH:17]=[CH:16][CH:15]=[CH:14][CH:13]=2)=[O:9])[CH2:2]1.C(O)(=O)C.C([BH3-])#N.[Na+].[OH-].[Na+]. (3) Given the product [C:4]([O:3][C:1](=[O:2])[N:8]([CH:12]1[C:20]2[C:15](=[CH:16][CH:17]=[C:18]([N:21]=[C:24]=[O:26])[CH:19]=2)[CH2:14][CH2:13]1)[CH2:9][C:10]#[CH:11])([CH3:6])([CH3:7])[CH3:5], predict the reactants needed to synthesize it. The reactants are: [C:1]([N:8]([CH:12]1[C:20]2[C:15](=[CH:16][CH:17]=[C:18]([NH2:21])[CH:19]=2)[CH2:14][CH2:13]1)[CH2:9][C:10]#[CH:11])([O:3][C:4]([CH3:7])([CH3:6])[CH3:5])=[O:2].C.Cl[C:24](Cl)([O:26]C(=O)OC(Cl)(Cl)Cl)Cl. (4) Given the product [O:12]=[C:10]1[CH2:9][O:8][C:7]2[CH:13]=[CH:14][C:4]([C:1](=[O:3])[CH2:2][C:15](=[O:18])[CH2:16][CH3:17])=[CH:5][C:6]=2[NH:11]1, predict the reactants needed to synthesize it. The reactants are: [C:1]([C:4]1[CH:14]=[CH:13][C:7]2[O:8][CH2:9][C:10](=[O:12])[NH:11][C:6]=2[CH:5]=1)(=[O:3])[CH3:2].[C:15](OCC)(=[O:18])[CH2:16][CH3:17]. (5) Given the product [OH:35][CH:32]1[CH2:33][CH2:34][CH:29]([N:6]2[C:7](=[O:28])[C:8]([CH2:13][C:14]3[CH:19]=[CH:18][C:17]([C:20]4[C:21]([C:26]#[N:27])=[CH:22][CH:23]=[CH:24][CH:25]=4)=[CH:16][CH:15]=3)=[C:9]([CH2:10][CH2:11][CH3:12])[N:4]3[N:3]=[C:2]([CH3:1])[N:36]=[C:5]23)[CH2:30][CH2:31]1, predict the reactants needed to synthesize it. The reactants are: [CH3:1][C:2]1[N:36]=[C:5]2[N:6]([CH:29]3[CH2:34][CH2:33][C:32](=[O:35])[CH2:31][CH2:30]3)[C:7](=[O:28])[C:8]([CH2:13][C:14]3[CH:19]=[CH:18][C:17]([C:20]4[C:21]([C:26]#[N:27])=[CH:22][CH:23]=[CH:24][CH:25]=4)=[CH:16][CH:15]=3)=[C:9]([CH2:10][CH2:11][CH3:12])[N:4]2[N:3]=1.CO.[BH4-].[Na+]. (6) Given the product [CH:1]([C:4]1[CH:5]=[CH:6][C:7]([C:10]2[CH:11]=[C:12]([CH2:24][C:25]([O:27][CH3:28])=[O:26])[CH:13]=[CH:14][C:15]=2[C:34]2[CH:35]=[CH:36][C:31]([C:30]([F:41])([F:40])[F:29])=[CH:32][CH:33]=2)=[CH:8][CH:9]=1)([CH3:3])[CH3:2], predict the reactants needed to synthesize it. The reactants are: [CH:1]([C:4]1[CH:9]=[CH:8][C:7]([C:10]2[C:15](OS(C(F)(F)F)(=O)=O)=[CH:14][CH:13]=[C:12]([CH2:24][C:25]([O:27][CH3:28])=[O:26])[CH:11]=2)=[CH:6][CH:5]=1)([CH3:3])[CH3:2].[F:29][C:30]([F:41])([F:40])[C:31]1[CH:36]=[CH:35][C:34](B(O)O)=[CH:33][CH:32]=1.ClCCl.P([O-])([O-])([O-])=O.[K+].[K+].[K+]. (7) Given the product [CH2:1]([O:3][C:4](=[O:25])[C:5]([O:7][C:8]1[CH:9]=[CH:10][C:11]([O:14][CH2:15][CH2:16][CH:17]2[CH2:21][N:20]([CH2:36][C:35]3[CH:34]=[CH:33][C:32]([S:29]([CH3:28])(=[O:31])=[O:30])=[CH:39][CH:38]=3)[C:19](=[O:22])[N:18]2[CH3:23])=[CH:12][CH:13]=1)([CH3:24])[CH3:6])[CH3:2], predict the reactants needed to synthesize it. The reactants are: [CH2:1]([O:3][C:4](=[O:25])[C:5]([CH3:24])([O:7][C:8]1[CH:13]=[CH:12][C:11]([O:14][CH2:15][CH2:16][CH:17]2[CH2:21][NH:20][C:19](=[O:22])[N:18]2[CH3:23])=[CH:10][CH:9]=1)[CH3:6])[CH3:2].[H-].[Na+].[CH3:28][S:29]([C:32]1[CH:39]=[CH:38][C:35]([CH2:36]Cl)=[CH:34][CH:33]=1)(=[O:31])=[O:30].Cl. (8) Given the product [ClH:17].[C:1]([C:3]1([OH:16])[CH2:8][CH2:7][CH2:6][NH:5][CH2:4]1)#[CH:2], predict the reactants needed to synthesize it. The reactants are: [C:1]([C:3]1([OH:16])[CH2:8][CH2:7][CH2:6][N:5](C(OC(C)(C)C)=O)[CH2:4]1)#[CH:2].[ClH:17]. (9) Given the product [CH3:1][N:2]([CH3:8])[C@@H:3]1[CH2:7][CH2:6][N:5]([C:10]2[C:15]([N+:16]([O-:18])=[O:17])=[CH:14][C:13]([NH:19][C:20]3[N:25]=[C:24]([C:26]4[C:34]5[C:29](=[CH:30][CH:31]=[CH:32][CH:33]=5)[N:28]([CH3:35])[CH:27]=4)[C:23]([CH3:36])=[CH:22][N:21]=3)=[C:12]([O:37][CH3:38])[CH:11]=2)[CH2:4]1, predict the reactants needed to synthesize it. The reactants are: [CH3:1][N:2]([CH3:8])[C@@H:3]1[CH2:7][CH2:6][NH:5][CH2:4]1.F[C:10]1[C:15]([N+:16]([O-:18])=[O:17])=[CH:14][C:13]([NH:19][C:20]2[N:25]=[C:24]([C:26]3[C:34]4[C:29](=[CH:30][CH:31]=[CH:32][CH:33]=4)[N:28]([CH3:35])[CH:27]=3)[C:23]([CH3:36])=[CH:22][N:21]=2)=[C:12]([O:37][CH3:38])[CH:11]=1. (10) Given the product [Cl:1][C:2]1[CH:3]=[C:4]([CH:8]=[CH:9][N:10]=1)[C:5]([NH:11][C:12]1[N:17]=[CH:16][C:15]2[C:18]([CH3:26])([CH3:25])[C:19](=[O:24])[N:20]([CH:21]3[CH2:22][CH2:23]3)[C:14]=2[CH:13]=1)=[O:7], predict the reactants needed to synthesize it. The reactants are: [Cl:1][C:2]1[CH:3]=[C:4]([CH:8]=[CH:9][N:10]=1)[C:5]([OH:7])=O.[NH2:11][C:12]1[N:17]=[CH:16][C:15]2[C:18]([CH3:26])([CH3:25])[C:19](=[O:24])[N:20]([CH:21]3[CH2:23][CH2:22]3)[C:14]=2[CH:13]=1.